This data is from Reaction yield outcomes from USPTO patents with 853,638 reactions. The task is: Predict the reaction yield, written as a fraction of the theoretical maximum amount of product (1.0 means a 100% yield; for example, 0.34 means a 34% yield). (1) The reactants are Cl[C:2]1[N:7]=[CH:6][C:5]([OH:8])=[CH:4][CH:3]=1.[CH3:9][S:10]([O:12][Na])=[O:11].N1CCC[C@H]1C(O)=O.C([O-])([O-])=O.[K+].[K+]. The catalyst is CS(C)=O.[Cu]I.O. The product is [CH3:9][S:10]([C:2]1[N:7]=[CH:6][C:5]([OH:8])=[CH:4][CH:3]=1)(=[O:12])=[O:11]. The yield is 0.448. (2) The reactants are C([O:8][C:9]1[CH:19]=[CH:18][C:12]([C:13]([N:15]([CH3:17])[CH3:16])=[O:14])=[CH:11][C:10]=1[C:20]([NH:22][C:23]1[CH:28]=[C:27]([C:29]([F:32])([F:31])[F:30])[CH:26]=[C:25]([C:33]([F:36])([F:35])[F:34])[CH:24]=1)=[O:21])C1C=CC=CC=1.C(O)C. The catalyst is [Pd].C(OCC)(=O)C. The product is [F:30][C:29]([F:31])([F:32])[C:27]1[CH:28]=[C:23]([NH:22][C:20](=[O:21])[C:10]2[CH:11]=[C:12]([CH:18]=[CH:19][C:9]=2[OH:8])[C:13]([N:15]([CH3:17])[CH3:16])=[O:14])[CH:24]=[C:25]([C:33]([F:35])([F:34])[F:36])[CH:26]=1. The yield is 0.912. (3) The reactants are [C:1](Cl)(=[O:7])[CH2:2][CH2:3][CH2:4][CH2:5][CH3:6].C(N(CC)CC)C.[C:16]1([SH:22])[CH:21]=[CH:20][CH:19]=[CH:18][CH:17]=1.CCCC(C)C.C(OCC)(=O)C. The catalyst is C1(C)C=CC=CC=1. The product is [C:1](=[O:7])([S:22][C:16]1[CH:21]=[CH:20][CH:19]=[CH:18][CH:17]=1)[CH2:2][CH2:3][CH2:4][CH2:5][CH3:6]. The yield is 0.950.